This data is from Full USPTO retrosynthesis dataset with 1.9M reactions from patents (1976-2016). The task is: Predict the reactants needed to synthesize the given product. (1) Given the product [Cl:26][CH2:25][CH2:24][CH2:23][CH2:22][N:10]1[C:11]2[C:16](=[CH:15][CH:14]=[CH:13][CH:12]=2)[C:17]2[CH2:18][CH2:19][S:20][C:7]3[CH:6]=[CH:5][CH:4]=[CH:3][C:8]=3[C:9]1=2, predict the reactants needed to synthesize it. The reactants are: [H-].[Na+].[CH:3]1[C:8]2[C:9]3[NH:10][C:11]4[C:16]([C:17]=3[CH2:18][CH2:19][S:20][C:7]=2[CH:6]=[CH:5][CH:4]=1)=[CH:15][CH:14]=[CH:13][CH:12]=4.Br[CH2:22][CH2:23][CH2:24][CH2:25][Cl:26].O. (2) Given the product [CH2:22]([CH:24]([C:27](=[O:31])[CH2:28][CH2:29][CH3:30])[CH2:25][OH:26])[CH3:23], predict the reactants needed to synthesize it. The reactants are: OO.O.O.O.O.O.O.O.O.O.O.O.O.P(O)([O-])([O-])=O.[Na+].[Na+].[CH2:22]([CH:24]([CH:27]([OH:31])[CH2:28][CH2:29][CH3:30])[CH2:25][OH:26])[CH3:23].CN(C)C(=O)C. (3) Given the product [CH:26]1([CH:27]([NH:29][C:20]([C:17]2[CH:18]=[CH:19][C:14]([C:3]3[CH:4]=[C:5]([C:8]4[O:9][C:10]([CH3:13])=[N:11][N:12]=4)[CH:6]=[CH:7][C:2]=3[CH3:1])=[CH:15][CH:16]=2)=[O:21])[CH3:28])[CH2:25][CH2:24]1, predict the reactants needed to synthesize it. The reactants are: [CH3:1][C:2]1[CH:7]=[CH:6][C:5]([C:8]2[O:9][C:10]([CH3:13])=[N:11][N:12]=2)=[CH:4][C:3]=1[C:14]1[CH:19]=[CH:18][C:17]([C:20](O)=[O:21])=[CH:16][CH:15]=1.C1[CH:24]=[CH:25][C:26]2N(O)N=[N:29][C:27]=2[CH:28]=1.Cl.CN(C)CCCN=C=NCC.C1(C(N)C)CC1.